This data is from Catalyst prediction with 721,799 reactions and 888 catalyst types from USPTO. The task is: Predict which catalyst facilitates the given reaction. (1) Reactant: [C:1]1(=[O:11])[NH:5][C:4](=[O:6])[C:3]2=[CH:7][CH:8]=[CH:9][CH:10]=[C:2]12.[K].Br[CH2:14][C:15]1[CH:20]=[CH:19][C:18]([CH3:21])=[CH:17][C:16]=1[CH3:22]. Product: [CH3:22][C:16]1[CH:17]=[C:18]([CH3:21])[CH:19]=[CH:20][C:15]=1[CH2:14][N:5]1[C:1](=[O:11])[C:2]2[C:3](=[CH:7][CH:8]=[CH:9][CH:10]=2)[C:4]1=[O:6]. The catalyst class is: 9. (2) Reactant: [CH3:1][N:2]1[CH2:7][CH2:6][N:5]([C:8]2[CH:9]=[CH:10][C:11]([NH2:18])=[C:12]3[C:17]=2[N:16]=[CH:15][CH:14]=[CH:13]3)[CH2:4][CH2:3]1.N1C=CC=CC=1.[C:25]1([S:31]([Cl:34])(=[O:33])=[O:32])[CH:30]=[CH:29][CH:28]=[CH:27][CH:26]=1. Product: [ClH:34].[CH3:1][N:2]1[CH2:7][CH2:6][N:5]([C:8]2[CH:9]=[CH:10][C:11]([NH:18][S:31]([C:25]3[CH:30]=[CH:29][CH:28]=[CH:27][CH:26]=3)(=[O:33])=[O:32])=[C:12]3[C:17]=2[N:16]=[CH:15][CH:14]=[CH:13]3)[CH2:4][CH2:3]1. The catalyst class is: 2.